This data is from Full USPTO retrosynthesis dataset with 1.9M reactions from patents (1976-2016). The task is: Predict the reactants needed to synthesize the given product. (1) Given the product [CH3:3][N:2]([CH2:4][CH:8]1[C:9](=[O:22])[CH:10]=[C:11]([C:13]2[CH:18]=[CH:17][N:16]=[CH:15][C:14]=2[N+:19]([O-:21])=[O:20])[CH2:12][CH:7]1[CH3:6])[CH3:1], predict the reactants needed to synthesize it. The reactants are: [CH3:1][N+:2]([CH3:4])=[CH2:3].[I-].[CH3:6][CH:7]1[CH2:12][C:11]([C:13]2[CH:18]=[CH:17][N:16]=[CH:15][C:14]=2[N+:19]([O-:21])=[O:20])=[CH:10][C:9]([O:22][Si](C)(C)C)=[CH:8]1.[OH-].[Na+]. (2) Given the product [C:1]([C:3]1[CH:4]=[CH:5][C:6]([C:7]([N:44]([CH3:43])[CH:45]2[CH2:50][CH2:49][N:48]([CH3:51])[CH2:47][CH2:46]2)=[O:9])=[CH:10][CH:11]=1)#[N:2], predict the reactants needed to synthesize it. The reactants are: [C:1]([C:3]1[CH:11]=[CH:10][C:6]([C:7]([OH:9])=O)=[CH:5][CH:4]=1)#[N:2].CN(C(ON1N=NC2C=CC=CC1=2)=[N+](C)C)C.[B-](F)(F)(F)F.C(N(CC)C(C)C)(C)C.[CH3:43][NH:44][CH:45]1[CH2:50][CH2:49][N:48]([CH3:51])[CH2:47][CH2:46]1.